Dataset: Full USPTO retrosynthesis dataset with 1.9M reactions from patents (1976-2016). Task: Predict the reactants needed to synthesize the given product. (1) Given the product [Cl:26][C:21]1[CH:22]=[CH:23][CH:24]=[CH:25][C:20]=1[N:18]([CH3:19])[C:16]([C:14]1[S:13][C:12]2[C:6]3[CH:5]=[CH:4][C:3]([CH2:2][N:29]([CH3:30])[CH3:28])=[CH:27][C:7]=3[O:8][CH2:9][CH2:10][C:11]=2[CH:15]=1)=[O:17], predict the reactants needed to synthesize it. The reactants are: Br[CH2:2][C:3]1[CH:4]=[CH:5][C:6]2[C:12]3[S:13][C:14]([C:16]([N:18]([C:20]4[CH:25]=[CH:24][CH:23]=[CH:22][C:21]=4[Cl:26])[CH3:19])=[O:17])=[CH:15][C:11]=3[CH2:10][CH2:9][O:8][C:7]=2[CH:27]=1.[CH3:28][NH:29][CH3:30]. (2) Given the product [Br:9][C:10]1[N:15]=[CH:14][C:13]([CH2:16][CH2:17][C:18]([CH3:3])([S:24]([CH3:27])(=[O:26])=[O:25])[C:19]([O:21][CH2:22][CH3:23])=[O:20])=[CH:12][CH:11]=1, predict the reactants needed to synthesize it. The reactants are: CI.[C:3](=O)([O-])[O-].[K+].[K+].[Br:9][C:10]1[N:15]=[CH:14][C:13]([CH2:16][CH2:17][CH:18]([S:24]([CH3:27])(=[O:26])=[O:25])[C:19]([O:21][CH2:22][CH3:23])=[O:20])=[CH:12][CH:11]=1. (3) Given the product [CH3:1][O:2][C:3](=[O:21])[C@@H:4]([NH:5][C:6]([O:8][C:9]([CH3:12])([CH3:10])[CH3:11])=[O:7])[CH2:13][C:14]1[CH:19]=[CH:18][C:17]([O:20][CH2:25][CH2:26][CH3:27])=[CH:16][CH:15]=1, predict the reactants needed to synthesize it. The reactants are: [CH3:1][O:2][C:3](=[O:21])[C@H:4]([CH2:13][C:14]1[CH:19]=[CH:18][C:17]([OH:20])=[CH:16][CH:15]=1)[NH:5][C:6]([O:8][C:9]([CH3:12])([CH3:11])[CH3:10])=[O:7].[H-].[Na+].I[CH2:25][CH2:26][CH3:27]. (4) The reactants are: OCCN1CCN(CC(NC2C(SC)=NC(C)=CC=2SC)=O)CC1.O[CH2:26][CH2:27][N:28]1[CH2:33][CH2:32][N:31]([CH2:34][C:35]([NH:37][C:38]2[C:39]([O:51][CH2:52][C:53]([F:56])([F:55])[F:54])=[N:40][C:41]([CH3:50])=[CH:42][C:43]=2[O:44][CH2:45][C:46]([F:49])([F:48])[F:47])=[O:36])[CH2:30][CH2:29]1.SC1NC2C=CC=CC=2N=1.[Cl:67][C:68]1[CH:69]=[C:70]([CH:79]([CH3:81])[CH3:80])[C:71]2[O:75][C:74]([SH:76])=[N:73][C:72]=2[C:77]=1[CH3:78]. Given the product [Cl:67][C:68]1[CH:69]=[C:70]([CH:79]([CH3:81])[CH3:80])[C:71]2[O:75][C:74]([S:76][CH2:26][CH2:27][N:28]3[CH2:33][CH2:32][N:31]([CH2:34][C:35]([NH:37][C:38]4[C:39]([O:51][CH2:52][C:53]([F:54])([F:55])[F:56])=[N:40][C:41]([CH3:50])=[CH:42][C:43]=4[O:44][CH2:45][C:46]([F:48])([F:47])[F:49])=[O:36])[CH2:30][CH2:29]3)=[N:73][C:72]=2[C:77]=1[CH3:78], predict the reactants needed to synthesize it. (5) Given the product [Cl:1][C:2]1[CH:3]=[N:4][CH:5]=[C:6]([Cl:9])[C:7]=1[CH2:8][C:38]([C:25]1[C:26]2[C:30]3[CH:31]=[C:32]([N+:35]([O-:37])=[O:36])[CH:33]=[CH:34][C:29]=3[O:28][C:27]=2[C:22]([O:21][CH3:20])=[CH:23][CH:24]=1)=[O:39], predict the reactants needed to synthesize it. The reactants are: [Cl:1][C:2]1[CH:3]=[N:4][CH:5]=[C:6]([Cl:9])[C:7]=1[CH3:8].C[Si]([N-][Si](C)(C)C)(C)C.[Li+].[CH3:20][O:21][C:22]1[C:27]2[O:28][C:29]3[CH:34]=[CH:33][C:32]([N+:35]([O-:37])=[O:36])=[CH:31][C:30]=3[C:26]=2[C:25]([C:38](Cl)=[O:39])=[CH:24][CH:23]=1.